This data is from Forward reaction prediction with 1.9M reactions from USPTO patents (1976-2016). The task is: Predict the product of the given reaction. (1) Given the reactants [F:1][C:2]([F:7])([F:6])[C:3]([OH:5])=[O:4].[F:8][C:9]([F:14])([F:13])[C:10]([OH:12])=[O:11].[F:15][C:16]([F:21])([F:20])[C:17]([OH:19])=[O:18].FC(F)(F)C(O)=O.[Cl:29][C:30]1[CH:31]=[N:32][C:33]2[NH:34][C:35]3[CH:36]=[N:37][CH:38]=[C:39]([CH:60]=3)[CH2:40][CH2:41][C:42]3[CH:50]=[C:46]([NH:47][C:48]=1[N:49]=2)[CH:45]=[CH:44][C:43]=3[NH:51][CH2:52][CH2:53][CH:54]1[CH2:59][CH2:58][NH:57][CH2:56][CH2:55]1.[F:61][C:62]1[CH:70]=[C:69]([F:71])[CH:68]=[CH:67][C:63]=1[C:64](Cl)=[O:65], predict the reaction product. The product is: [F:1][C:2]([F:7])([F:6])[C:3]([OH:5])=[O:4].[F:8][C:9]([F:14])([F:13])[C:10]([OH:12])=[O:11].[F:15][C:16]([F:21])([F:20])[C:17]([OH:19])=[O:18].[Cl:29][C:30]1[CH:31]=[N:32][C:33]2[NH:34][C:35]3[CH:36]=[N:37][CH:38]=[C:39]([CH:60]=3)[CH2:40][CH2:41][C:42]3[CH:50]=[C:46]([NH:47][C:48]=1[N:49]=2)[CH:45]=[CH:44][C:43]=3[NH:51][CH2:52][CH2:53][CH:54]1[CH2:55][CH2:56][N:57]([C:64](=[O:65])[C:63]2[CH:67]=[CH:68][C:69]([F:71])=[CH:70][C:62]=2[F:61])[CH2:58][CH2:59]1. (2) Given the reactants [CH3:1][O:2][CH:3]1[CH2:8][CH2:7][CH:6]([CH2:9][OH:10])[CH2:5][CH2:4]1.N1C(C)=CC=CC=1C.[F:19][C:20]([F:33])([F:32])[S:21](O[S:21]([C:20]([F:33])([F:32])[F:19])(=[O:23])=[O:22])(=[O:23])=[O:22], predict the reaction product. The product is: [F:19][C:20]([F:33])([F:32])[S:21]([O:10][CH2:9][CH:6]1[CH2:7][CH2:8][CH:3]([O:2][CH3:1])[CH2:4][CH2:5]1)(=[O:23])=[O:22].